From a dataset of Reaction yield outcomes from USPTO patents with 853,638 reactions. Predict the reaction yield, written as a fraction of the theoretical maximum amount of product (1.0 means a 100% yield; for example, 0.34 means a 34% yield). (1) The reactants are [C:1]1([S:7]([N:10]2[C:14]3=[N:15][CH:16]=[CH:17][CH:18]=[C:13]3[C:12]([CH2:19][C:20]3[CH:21]=[CH:22][C:23]([NH2:26])=[N:24][CH:25]=3)=[CH:11]2)(=[O:9])=[O:8])[CH:6]=[CH:5][CH:4]=[CH:3][CH:2]=1.[Cl:27][C:28]1C=NC=[CH:32][C:33]=1C=O.F[C:37](F)(F)C(O)=O.C([SiH](CC)CC)C.C(=O)([O-])[O-].[K+].[K+].[C:56](#[N:58])[CH3:57]. No catalyst specified. The product is [C:1]1([S:7]([N:10]2[C:14]3=[N:15][CH:16]=[CH:17][CH:18]=[C:13]3[C:12]([CH2:19][C:20]3[CH:21]=[CH:22][C:23]([NH:26][CH2:37][C:57]4[CH:56]=[N:58][CH:32]=[CH:33][C:28]=4[Cl:27])=[N:24][CH:25]=3)=[CH:11]2)(=[O:9])=[O:8])[CH:6]=[CH:5][CH:4]=[CH:3][CH:2]=1. The yield is 0.496. (2) The reactants are [N+:1]([C:4]1[CH:17]=[CH:16][C:7]([CH2:8][C:9]2[CH:14]=[CH:13][N+:12]([O-])=[CH:11][CH:10]=2)=[CH:6][CH:5]=1)([O-:3])=[O:2].C[Si]([C:22]#[N:23])(C)C.C(Cl)(=O)C1C=CC=CC=1.C(=O)([O-])[O-].[K+].[K+]. The catalyst is ClCCl.O. The product is [N+:1]([C:4]1[CH:17]=[CH:16][C:7]([CH2:8][C:9]2[CH:14]=[CH:13][N:12]=[C:11]([C:22]#[N:23])[CH:10]=2)=[CH:6][CH:5]=1)([O-:3])=[O:2]. The yield is 0.340. (3) The reactants are Br[C:2]1[CH:13]=[CH:12][C:5]([O:6][CH2:7][C:8]([CH3:11])([OH:10])[CH3:9])=[C:4]([O:14][CH3:15])[CH:3]=1.[Cl:16][C:17]1[CH:22]=[CH:21][C:20]([C:23]2[S:32][C:26]3[C:27](=[O:31])[NH:28][N:29]=[CH:30][C:25]=3[CH:24]=2)=[CH:19][CH:18]=1.CN[C@@H]1CCCC[C@H]1NC.[O-]P([O-])([O-])=O.[K+].[K+].[K+].CC1(N)CCCCC1(C)N. The catalyst is O1CCOCC1.C(Cl)Cl.[Cu-]=O.CO. The product is [Cl:16][C:17]1[CH:18]=[CH:19][C:20]([C:23]2[S:32][C:26]3[C:27](=[O:31])[N:28]([C:2]4[CH:13]=[CH:12][C:5]([O:6][CH2:7][C:8]([OH:10])([CH3:11])[CH3:9])=[C:4]([O:14][CH3:15])[CH:3]=4)[N:29]=[CH:30][C:25]=3[CH:24]=2)=[CH:21][CH:22]=1. The yield is 0.387. (4) The reactants are [H-].[Al+3].[Li+].[H-].[H-].[H-].[CH3:7][NH:8][C:9]1[C:14]([C:15](OCC)=[O:16])=[CH:13][N:12]=[C:11]([S:20][CH3:21])[N:10]=1. The catalyst is C1COCC1. The product is [CH3:7][NH:8][C:9]1[C:14]([CH2:15][OH:16])=[CH:13][N:12]=[C:11]([S:20][CH3:21])[N:10]=1. The yield is 0.850. (5) The reactants are CI.[Br:3][C:4]1[C:5]([NH:24][S:25]([CH3:28])(=[O:27])=[O:26])=[CH:6][C:7]2[O:11][C:10]([C:12]3[CH:17]=[CH:16][C:15]([F:18])=[CH:14][CH:13]=3)=[C:9]([C:19]([NH:21][CH3:22])=[O:20])[C:8]=2[CH:23]=1.[C:29]([O-])([O-])=O.[K+].[K+]. The catalyst is CN(C=O)C. The product is [Br:3][C:4]1[C:5]([N:24]([CH3:29])[S:25]([CH3:28])(=[O:26])=[O:27])=[CH:6][C:7]2[O:11][C:10]([C:12]3[CH:13]=[CH:14][C:15]([F:18])=[CH:16][CH:17]=3)=[C:9]([C:19]([NH:21][CH3:22])=[O:20])[C:8]=2[CH:23]=1. The yield is 0.940. (6) The reactants are Cl[C:2]1[CH:7]=[C:6]([C:8]2[CH:13]=[C:12]([Cl:14])[CH:11]=[CH:10][C:9]=2[CH3:15])[N:5]=[C:4]([NH2:16])[N:3]=1.[NH2:17][C:18]1[CH:25]=[CH:24][C:21]([C:22]#[N:23])=[CH:20][CH:19]=1. No catalyst specified. The product is [NH2:16][C:4]1[N:3]=[C:2]([NH:17][C:18]2[CH:25]=[CH:24][C:21]([C:22]#[N:23])=[CH:20][CH:19]=2)[CH:7]=[C:6]([C:8]2[CH:13]=[C:12]([Cl:14])[CH:11]=[CH:10][C:9]=2[CH3:15])[N:5]=1. The yield is 0.710. (7) The reactants are C1C=CC(P(C2C=CC=CC=2)C2C=CC=CC=2)=CC=1.[CH2:20]([O:22][C:23](=[O:38])[C:24]1[CH:29]=[CH:28][C:27]([CH2:30][C:31]2[O:35][N:34]=[C:33]([CH2:36][OH:37])[N:32]=2)=[CH:26][CH:25]=1)[CH3:21].[Cl:39][C:40]1[C:41]([OH:50])=[C:42]([C:47](=[O:49])[CH3:48])[CH:43]=[CH:44][C:45]=1O.N(C(OC(C)C)=O)=NC(OC(C)C)=O. The catalyst is C(Cl)Cl. The product is [CH2:20]([O:22][C:23](=[O:38])[C:24]1[CH:25]=[CH:26][C:27]([CH2:30][C:31]2[O:35][N:34]=[C:33]([CH2:36][O:37][C:45]3[CH:44]=[CH:43][C:42]([C:47](=[O:49])[CH3:48])=[C:41]([OH:50])[C:40]=3[Cl:39])[N:32]=2)=[CH:28][CH:29]=1)[CH3:21]. The yield is 0.340. (8) The reactants are [OH:1][C:2]1[C:7](=[O:8])[CH:6]=[CH:5][N:4]([CH3:9])[C:3]=1[CH3:10].[C:11]1([CH3:21])[CH:16]=[CH:15][C:14]([S:17](Cl)(=[O:19])=[O:18])=[CH:13][CH:12]=1. The catalyst is N1C=CC=CC=1. The product is [CH3:21][C:11]1[CH:16]=[CH:15][C:14]([S:17]([O:1][C:2]2[C:7](=[O:8])[CH:6]=[CH:5][N:4]([CH3:9])[C:3]=2[CH3:10])(=[O:19])=[O:18])=[CH:13][CH:12]=1. The yield is 0.860.